From a dataset of Catalyst prediction with 721,799 reactions and 888 catalyst types from USPTO. Predict which catalyst facilitates the given reaction. (1) Reactant: [CH3:1][C:2]1[N:3]=[C:4]2[C:9]([NH2:10])=[CH:8][C:7]([N:11]3[CH:15]=[CH:14][CH:13]=[N:12]3)=[CH:6][N:5]2[C:16]=1[CH3:17].Br[CH2:19][C:20]1[CH:25]=[CH:24][C:23]([F:26])=[CH:22][C:21]=1[Cl:27].C(=O)([O-])[O-].[Na+].[Na+]. Product: [Cl:27][C:21]1[CH:22]=[C:23]([F:26])[CH:24]=[CH:25][C:20]=1[CH2:19][NH:10][C:9]1[C:4]2[N:5]([C:16]([CH3:17])=[C:2]([CH3:1])[N:3]=2)[CH:6]=[C:7]([N:11]2[CH:15]=[CH:14][CH:13]=[N:12]2)[CH:8]=1. The catalyst class is: 9. (2) Reactant: [OH:1][CH:2]1[CH2:5][N:4]([C:6]2[O:7][CH:8]=[C:9]([C:11]([O:13]C)=O)[N:10]=2)[CH2:3]1.[Si:15]([O:32][CH:33]1[CH2:36][NH:35][CH2:34]1)([C:28]([CH3:31])([CH3:30])[CH3:29])([C:22]1[CH:27]=[CH:26][CH:25]=[CH:24][CH:23]=1)[C:16]1[CH:21]=[CH:20][CH:19]=[CH:18][CH:17]=1.C[Al](C)C.C(O)(=O)C. Product: [Si:15]([O:32][CH:33]1[CH2:34][N:35]([C:11]([C:9]2[N:10]=[C:6]([N:4]3[CH2:3][CH:2]([OH:1])[CH2:5]3)[O:7][CH:8]=2)=[O:13])[CH2:36]1)([C:28]([CH3:31])([CH3:29])[CH3:30])([C:16]1[CH:21]=[CH:20][CH:19]=[CH:18][CH:17]=1)[C:22]1[CH:23]=[CH:24][CH:25]=[CH:26][CH:27]=1. The catalyst class is: 133. (3) Reactant: [CH3:1][O:2][C:3]1[CH:4]=[C:5]2[CH2:14][CH:13]([CH2:15][CH:16]3[CH2:21][CH2:20][N:19]([CH2:22][C:23]4[CH:24]=[CH:25][CH:26]=[CH:27][CH:28]=4)[CH2:18][CH2:17]3)[C:11](=[O:12])[C:6]2=[CH:7][C:8]=1[O:9][CH3:10].Cl.O.C(=O)(O)[O-].[Na+]. Product: [CH3:1][O:2][C:3]1[CH:4]=[C:5]2[CH2:14][CH:13]([CH2:15][CH:16]3[CH2:17][CH2:18][N:19]([CH2:22][C:23]4[CH:28]=[CH:27][CH:26]=[CH:25][CH:24]=4)[CH2:20][CH2:21]3)[C:11](=[O:12])[C:6]2=[CH:7][C:8]=1[O:9][CH3:10]. The catalyst class is: 11. (4) Reactant: [H-].[Na+].[CH3:3][O:4][CH2:5][CH2:6][O:7][CH2:8][C:9]1[CH:14]=[CH:13][C:12]([C@@H:15]2[C@@H:20]([O:21][CH2:22][C:23]3[CH:24]=[CH:25][C:26]4[O:31][CH2:30][CH2:29][N:28]([CH2:32][CH2:33][CH2:34][O:35][CH3:36])[C:27]=4[CH:37]=3)[CH2:19][N:18]([S:38]([C:41]3[CH:46]=[CH:45][C:44]([CH3:47])=[CH:43][CH:42]=3)(=[O:40])=[O:39])[CH2:17][C@H:16]2[OH:48])=[CH:11][CH:10]=1.Br[CH2:50][C:51]([O:53][CH3:54])=[O:52].[I-].[Na+].Cl. Product: [CH3:3][O:4][CH2:5][CH2:6][O:7][CH2:8][C:9]1[CH:10]=[CH:11][C:12]([C@@H:15]2[C@@H:20]([O:21][CH2:22][C:23]3[CH:24]=[CH:25][C:26]4[O:31][CH2:30][CH2:29][N:28]([CH2:32][CH2:33][CH2:34][O:35][CH3:36])[C:27]=4[CH:37]=3)[CH2:19][N:18]([S:38]([C:41]3[CH:42]=[CH:43][C:44]([CH3:47])=[CH:45][CH:46]=3)(=[O:39])=[O:40])[CH2:17][C@H:16]2[O:48][CH2:50][C:51]([O:53][CH3:54])=[O:52])=[CH:13][CH:14]=1. The catalyst class is: 42.